This data is from Forward reaction prediction with 1.9M reactions from USPTO patents (1976-2016). The task is: Predict the product of the given reaction. (1) Given the reactants [OH-].[K+].[CH3:3][O:4][C:5]1[CH:6]=[CH:7][C:8]2[N:9]([N:11]=[C:12]([C:25]3[CH:30]=[CH:29][CH:28]=[CH:27][C:26]=3[C:31]([F:34])([F:33])[F:32])[C:13]=2[CH2:14][C:15]2[N:20]=[C:19]([C:21]([O:23]C)=[O:22])[CH:18]=[CH:17][CH:16]=2)[CH:10]=1.Cl, predict the reaction product. The product is: [CH3:3][O:4][C:5]1[CH:6]=[CH:7][C:8]2[N:9]([N:11]=[C:12]([C:25]3[CH:30]=[CH:29][CH:28]=[CH:27][C:26]=3[C:31]([F:33])([F:34])[F:32])[C:13]=2[CH2:14][C:15]2[N:20]=[C:19]([C:21]([OH:23])=[O:22])[CH:18]=[CH:17][CH:16]=2)[CH:10]=1. (2) Given the reactants [Cl:1][C:2]1[CH:3]=[C:4]([CH:7]=[C:8]([O:10][C:11]2[CH:16]=[C:15]([OH:17])[CH:14]=[C:13]([F:18])[C:12]=2[Cl:19])[CH:9]=1)[C:5]#[N:6].C([O-])([O-])=O.[Cs+].[Cs+].[C:26]([O:30][C:31]([N:33]1[C:37]2=[N:38][C:39]([F:42])=[CH:40][CH:41]=[C:36]2[C:35]([CH2:43]Br)=[N:34]1)=[O:32])([CH3:29])([CH3:28])[CH3:27], predict the reaction product. The product is: [C:26]([O:30][C:31]([N:33]1[C:37]2=[N:38][C:39]([F:42])=[CH:40][CH:41]=[C:36]2[C:35]([CH2:43][O:17][C:15]2[CH:14]=[C:13]([F:18])[C:12]([Cl:19])=[C:11]([O:10][C:8]3[CH:7]=[C:4]([C:5]#[N:6])[CH:3]=[C:2]([Cl:1])[CH:9]=3)[CH:16]=2)=[N:34]1)=[O:32])([CH3:29])([CH3:28])[CH3:27].